Task: Regression. Given a peptide amino acid sequence and an MHC pseudo amino acid sequence, predict their binding affinity value. This is MHC class II binding data.. Dataset: Peptide-MHC class II binding affinity with 134,281 pairs from IEDB (1) The peptide sequence is QPFPKTVWEQILNTW. The MHC is HLA-DQA10201-DQB10202 with pseudo-sequence HLA-DQA10201-DQB10202. The binding affinity (normalized) is 0.436. (2) The peptide sequence is GKEELQEIPTMLKKG. The MHC is HLA-DQA10303-DQB10402 with pseudo-sequence HLA-DQA10303-DQB10402. The binding affinity (normalized) is 0. (3) The peptide sequence is FKVAATAAATAPADD. The MHC is HLA-DPA10103-DPB10201 with pseudo-sequence HLA-DPA10103-DPB10201. The binding affinity (normalized) is 0.178. (4) The peptide sequence is VKYAVFEAALTKA. The MHC is DRB1_1101 with pseudo-sequence DRB1_1101. The binding affinity (normalized) is 0.318. (5) The peptide sequence is ASTEYTPIGDNKA. The MHC is HLA-DQA10501-DQB10301 with pseudo-sequence HLA-DQA10501-DQB10301. The binding affinity (normalized) is 0.0115. (6) The peptide sequence is THMMIWHSNLNDTTY. The MHC is DRB1_0701 with pseudo-sequence DRB1_0701. The binding affinity (normalized) is 0.186. (7) The peptide sequence is GTVVLTATFALGAAL. The MHC is DRB3_0101 with pseudo-sequence DRB3_0101. The binding affinity (normalized) is 0. (8) The MHC is DRB1_1302 with pseudo-sequence DRB1_1302. The binding affinity (normalized) is 0.472. The peptide sequence is GKIVHISPLSGSAQH. (9) The peptide sequence is LLDIHGRKDLKLVDV. The MHC is DRB1_0101 with pseudo-sequence DRB1_0101. The binding affinity (normalized) is 0.412.